Dataset: Catalyst prediction with 721,799 reactions and 888 catalyst types from USPTO. Task: Predict which catalyst facilitates the given reaction. (1) Reactant: CC1(C)C(C)(C)OB([C:9]2[CH:10]=[C:11]3[C:17]([C:18]4[CH:23]=[CH:22][C:21]([O:24]S(C5C=CC(C)=CC=5)(=O)=O)=[CH:20][CH:19]=4)=[CH:16][N:15](S(C4C=CC(C)=CC=4)(=O)=O)[C:12]3=[N:13][CH:14]=2)O1.C(#N)C.C(=O)([O-])[O-].[Na+].[Na+].Br[C:56]1[N:57]([CH3:61])[CH:58]=[CH:59][N:60]=1. Product: [CH3:61][N:57]1[CH:58]=[CH:59][N:60]=[C:56]1[C:9]1[CH:10]=[C:11]2[C:17]([C:18]3[CH:19]=[CH:20][C:21]([OH:24])=[CH:22][CH:23]=3)=[CH:16][NH:15][C:12]2=[N:13][CH:14]=1. The catalyst class is: 376. (2) Reactant: [C:1]([O:5][C:6](=[O:15])[NH:7][CH2:8][C:9]([CH3:14])([CH3:13])[CH2:10][NH:11][CH3:12])([CH3:4])([CH3:3])[CH3:2].CCN(C(C)C)C(C)C.[C:25]([O:35]N1C(=O)CCC1=O)([O:27][CH2:28][C:29]1[CH:34]=[CH:33][CH:32]=[CH:31][CH:30]=1)=O. Product: [CH2:28]([O:27][C:25](=[O:35])[N:11]([CH2:10][C:9]([CH3:14])([CH3:13])[CH2:8][NH:7][C:6]([O:5][C:1]([CH3:4])([CH3:3])[CH3:2])=[O:15])[CH3:12])[C:29]1[CH:30]=[CH:31][CH:32]=[CH:33][CH:34]=1. The catalyst class is: 22.